Dataset: Full USPTO retrosynthesis dataset with 1.9M reactions from patents (1976-2016). Task: Predict the reactants needed to synthesize the given product. (1) Given the product [C:18]([C:22]1[CH:27]=[CH:26][C:25]([S:28]([NH:1][C:2]2[CH:7]=[CH:6][C:5]([Cl:8])=[CH:4][C:3]=2[C:9]([C:11]2[CH:12]=[N:13][C:14]([Cl:17])=[CH:15][CH:16]=2)=[O:10])(=[O:30])=[O:29])=[CH:24][CH:23]=1)([CH3:21])([CH3:19])[CH3:20], predict the reactants needed to synthesize it. The reactants are: [NH2:1][C:2]1[CH:7]=[CH:6][C:5]([Cl:8])=[CH:4][C:3]=1[C:9]([C:11]1[CH:12]=[N:13][C:14]([Cl:17])=[CH:15][CH:16]=1)=[O:10].[C:18]([C:22]1[CH:27]=[CH:26][C:25]([S:28](Cl)(=[O:30])=[O:29])=[CH:24][CH:23]=1)([CH3:21])([CH3:20])[CH3:19]. (2) Given the product [OH:40][NH:39][C:36]([C@H:10]1[C@@H:11]([NH:13][S:14]([C:17]2[CH:22]=[CH:21][C:20]([O:23][CH2:24][C:25]3[C:34]4[C:29](=[CH:30][CH:31]=[CH:32][CH:33]=4)[N:28]=[C:27]([CH3:35])[CH:26]=3)=[CH:19][CH:18]=2)(=[O:16])=[O:15])[CH2:12][N:8]([C:6]([O:5][C:1]([CH3:2])([CH3:3])[CH3:4])=[O:7])[CH2:9]1)=[O:37], predict the reactants needed to synthesize it. The reactants are: [C:1]([O:5][C:6]([N:8]1[CH2:12][C@H:11]([NH:13][S:14]([C:17]2[CH:22]=[CH:21][C:20]([O:23][CH2:24][C:25]3[C:34]4[C:29](=[CH:30][CH:31]=[CH:32][CH:33]=4)[N:28]=[C:27]([CH3:35])[CH:26]=3)=[CH:19][CH:18]=2)(=[O:16])=[O:15])[C@H:10]([C:36](O)=[O:37])[CH2:9]1)=[O:7])([CH3:4])([CH3:3])[CH3:2].[NH2:39][OH:40]. (3) Given the product [C:24]([NH:28][C:4](=[O:6])[C:3]1[CH:7]=[CH:8][N:9]=[CH:10][C:2]=1[CH3:1])([CH3:27])([CH3:26])[CH3:25], predict the reactants needed to synthesize it. The reactants are: [CH3:1][C:2]1[CH:10]=[N:9][CH:8]=[CH:7][C:3]=1[C:4]([OH:6])=O.C(Cl)(=O)C(Cl)=O.CCN(CC)CC.[C:24]([NH2:28])([CH3:27])([CH3:26])[CH3:25]. (4) Given the product [F:1][C:2]1[CH:7]=[CH:6][C:5]([C:19]2[N:23]3[CH:24]=[CH:25][C:26]([C:28]([F:29])([F:30])[F:31])=[N:27][C:22]3=[N:21][CH:20]=2)=[CH:4][C:3]=1[C:11]1[C:16]([F:17])=[CH:15][CH:14]=[CH:13][N:12]=1, predict the reactants needed to synthesize it. The reactants are: [F:1][C:2]1[CH:7]=[CH:6][C:5](B(O)O)=[CH:4][C:3]=1[C:11]1[C:16]([F:17])=[CH:15][CH:14]=[CH:13][N:12]=1.Br[C:19]1[N:23]2[CH:24]=[CH:25][C:26]([C:28]([F:31])([F:30])[F:29])=[N:27][C:22]2=[N:21][CH:20]=1. (5) The reactants are: [C:1]([SiH2:5][O:6][C:7]([CH3:17])([CH3:16])[C:8]1[N:13]=[C:12]([CH:14]=[O:15])[CH:11]=[CH:10][CH:9]=1)([CH3:4])([CH3:3])[CH3:2].[CH2:18]([Mg]Cl)[CH3:19]. Given the product [C:1]([SiH2:5][O:6][C:7]([CH3:17])([CH3:16])[C:8]1[N:13]=[C:12]([CH:14]([OH:15])[CH2:18][CH3:19])[CH:11]=[CH:10][CH:9]=1)([CH3:4])([CH3:2])[CH3:3], predict the reactants needed to synthesize it.